From a dataset of Reaction yield outcomes from USPTO patents with 853,638 reactions. Predict the reaction yield, written as a fraction of the theoretical maximum amount of product (1.0 means a 100% yield; for example, 0.34 means a 34% yield). The reactants are [Br:1][C:2]1[C:10]2[C:9](=[O:11])[N:8]([CH3:12])[C:7](=[O:13])[N:6]([CH2:14][CH:15]([CH3:17])[CH3:16])[C:5]=2[S:4][C:3]=1[CH:18](O)[C:19]1[CH:24]=[CH:23][CH:22]=[CH:21][C:20]=1[C:25]([F:28])([F:27])[F:26].FC(F)(F)C(O)=O.ClCCl. The catalyst is C([SiH](CC)CC)C. The product is [Br:1][C:2]1[C:10]2[C:9](=[O:11])[N:8]([CH3:12])[C:7](=[O:13])[N:6]([CH2:14][CH:15]([CH3:16])[CH3:17])[C:5]=2[S:4][C:3]=1[CH2:18][C:19]1[CH:24]=[CH:23][CH:22]=[CH:21][C:20]=1[C:25]([F:26])([F:27])[F:28]. The yield is 0.845.